Dataset: hERG Central: cardiac toxicity at 1µM, 10µM, and general inhibition. Task: Predict hERG channel inhibition at various concentrations. (1) The drug is O=C(CCOc1ccccc1)Nc1ccnn1C1CCN(CCc2ccccc2)CC1. Results: hERG_inhib (hERG inhibition (general)): blocker. (2) The compound is Cc1ccc(S(=O)(=O)N2CCOCC2)cc1NC(=O)CSc1nnc2cc(C)c3ccccc3n12. Results: hERG_inhib (hERG inhibition (general)): blocker. (3) The drug is N=c1c(C(=O)NCc2ccc3c(c2)OCO3)cc2c(=O)n3ccccc3nc2n1Cc1cccnc1. Results: hERG_inhib (hERG inhibition (general)): blocker. (4) The molecule is CN1CCN(c2nc3c(c(=O)[nH]c(=O)n3C)n2CCCSc2nnnn2-c2ccccc2)CC1. Results: hERG_inhib (hERG inhibition (general)): blocker.